This data is from Full USPTO retrosynthesis dataset with 1.9M reactions from patents (1976-2016). The task is: Predict the reactants needed to synthesize the given product. Given the product [O:27]=[C:17]1[C:25]2[C:20](=[CH:21][CH:22]=[CH:23][CH:24]=2)[C:19](=[O:26])[N:18]1[CH:2]([CH3:16])[C@H:3]([NH:5][C:6](=[O:15])[O:7][CH2:8][C:9]1[CH:14]=[CH:13][CH:12]=[CH:11][CH:10]=1)[CH3:4], predict the reactants needed to synthesize it. The reactants are: O[CH:2]([CH3:16])[C@H:3]([NH:5][C:6](=[O:15])[O:7][CH2:8][C:9]1[CH:14]=[CH:13][CH:12]=[CH:11][CH:10]=1)[CH3:4].[C:17]1(=[O:27])[C:25]2[C:20](=[CH:21][CH:22]=[CH:23][CH:24]=2)[C:19](=[O:26])[NH:18]1.